This data is from Forward reaction prediction with 1.9M reactions from USPTO patents (1976-2016). The task is: Predict the product of the given reaction. (1) The product is: [Si:1]([O:8][CH2:9][C:10]1[S:14][CH:13]=[C:12]([CH:15]2[C:17]3[C:18](=[CH:19][CH:20]=[C:21]([Cl:23])[CH:22]=3)[CH2:24][N:25]2[CH3:26])[CH:11]=1)([C:4]([CH3:7])([CH3:6])[CH3:5])([CH3:3])[CH3:2]. Given the reactants [Si:1]([O:8][CH2:9][C:10]1[S:14][CH:13]=[C:12]([CH:15]([C:17]2[CH:22]=[C:21]([Cl:23])[CH:20]=[CH:19][C:18]=2[CH2:24][NH:25][CH3:26])O)[CH:11]=1)([C:4]([CH3:7])([CH3:6])[CH3:5])([CH3:3])[CH3:2].C(N(CC)C(C)C)(C)C.CS(Cl)(=O)=O, predict the reaction product. (2) Given the reactants [Cl:1][C:2]1[CH:3]=[C:4]([C:12]2([C:35]([F:38])([F:37])[F:36])[O:16][N:15]=[C:14]([C:17]3[CH:22]=[CH:21][C:20]([C:23]([N:25]4[CH2:29][C:28](=[O:30])[NH:27][CH2:26]4)=[O:24])=[C:19]([C:31]([F:34])([F:33])[F:32])[CH:18]=3)[CH2:13]2)[CH:5]=[C:6]([C:8]([F:11])([F:10])[F:9])[CH:7]=1.[H-].[Na+].[F:41][C:42]([F:47])([F:46])[CH2:43][CH2:44]I.CC#N, predict the reaction product. The product is: [Cl:1][C:2]1[CH:3]=[C:4]([C:12]2([C:35]([F:36])([F:37])[F:38])[O:16][N:15]=[C:14]([C:17]3[CH:22]=[CH:21][C:20]([C:23]([N:25]4[CH2:29][C:28](=[O:30])[N:27]([CH2:44][CH2:43][C:42]([F:47])([F:46])[F:41])[CH2:26]4)=[O:24])=[C:19]([C:31]([F:33])([F:34])[F:32])[CH:18]=3)[CH2:13]2)[CH:5]=[C:6]([C:8]([F:11])([F:10])[F:9])[CH:7]=1. (3) Given the reactants [CH3:1][CH:2]([CH3:41])[C@@H:3]([NH:12][C:13]1[N:18]=[C:17]([C:19]2[C:27]3[C:22](=[N:23][CH:24]=[C:25]([C:28]([O:30]C)=[O:29])[CH:26]=3)[N:21](S(C3C=CC=CC=3)(=O)=O)[CH:20]=2)[CH:16]=[N:15][CH:14]=1)[C:4](=[O:11])[NH:5][CH2:6][C:7]([F:10])([F:9])[F:8].[OH-].[Na+].C(O)(C(F)(F)F)=O, predict the reaction product. The product is: [CH3:1][CH:2]([CH3:41])[C@@H:3]([NH:12][C:13]1[N:18]=[C:17]([C:19]2[C:27]3[C:22](=[N:23][CH:24]=[C:25]([C:28]([OH:30])=[O:29])[CH:26]=3)[NH:21][CH:20]=2)[CH:16]=[N:15][CH:14]=1)[C:4](=[O:11])[NH:5][CH2:6][C:7]([F:9])([F:8])[F:10]. (4) Given the reactants [CH3:1][O:2][C:3]1[CH:4]=[C:5]([CH:13]=[CH:14][C:15]=1[O:16][CH3:17])[CH:6]=[C:7]1[CH2:11][CH2:10][CH2:9][C:8]1=[O:12].[Cl-:18].[CH3:19][N+:20](=[CH2:22])[CH3:21], predict the reaction product. The product is: [ClH:18].[CH3:1][O:2][C:3]1[CH:4]=[C:5]([CH:13]=[CH:14][C:15]=1[O:16][CH3:17])[CH:6]=[C:7]1[CH2:11][CH2:10][CH:9]([CH2:19][N:20]([CH3:22])[CH3:21])[C:8]1=[O:12].